Dataset: Full USPTO retrosynthesis dataset with 1.9M reactions from patents (1976-2016). Task: Predict the reactants needed to synthesize the given product. (1) Given the product [F:1][C:2]1[CH:3]=[CH:4][C:5]([C:8]2[N:9]=[N:10][N:11]([CH2:13][C@@H:14]([NH:16][C:17](=[O:23])[C:27]3[CH:26]=[C:25]([CH3:24])[CH:33]=[CH:29][C:28]=3[N:34]3[N:35]=[CH:36][CH:37]=[N:38]3)[CH3:15])[CH:12]=2)=[CH:6][CH:7]=1, predict the reactants needed to synthesize it. The reactants are: [F:1][C:2]1[CH:7]=[CH:6][C:5]([C:8]2[N:9]=[N:10][N:11]([CH2:13][C@@H:14]([NH:16][C:17](=[O:23])OC(C)(C)C)[CH3:15])[CH:12]=2)=[CH:4][CH:3]=1.[CH3:24][C:25]1[CH:26]=[CH:27][C:28]([N:34]2[N:38]=[CH:37][CH:36]=[N:35]2)=[C:29]([CH:33]=1)C(O)=O. (2) Given the product [Br:1][C:2]1[CH:7]=[CH:6][CH:5]=[CH:4][C:3]=1[NH:8][C:15](=[O:24])[CH:16]=[CH:17][C:18]1[CH:23]=[CH:22][CH:21]=[CH:20][CH:19]=1, predict the reactants needed to synthesize it. The reactants are: [Br:1][C:2]1[CH:7]=[CH:6][CH:5]=[CH:4][C:3]=1[NH2:8].N1C=CC=CC=1.[C:15](Cl)(=[O:24])[CH:16]=[CH:17][C:18]1[CH:23]=[CH:22][CH:21]=[CH:20][CH:19]=1. (3) Given the product [C:23]([OH:24])(=[O:32])/[CH:3]=[CH:4]/[C:25]([OH:31])=[O:26].[Cl:1][C:2]1[C:3]([CH2:23][NH:28][CH3:27])=[CH:4][N:5]([S:14]([C:17]2[CH:18]=[N:19][CH:20]=[CH:21][CH:22]=2)(=[O:16])=[O:15])[C:6]=1[C:7]1[CH:12]=[CH:11][CH:10]=[CH:9][C:8]=1[F:13], predict the reactants needed to synthesize it. The reactants are: [Cl:1][C:2]1[C:3]([CH:23]=[O:24])=[CH:4][N:5]([S:14]([C:17]2[CH:18]=[N:19][CH:20]=[CH:21][CH:22]=2)(=[O:16])=[O:15])[C:6]=1[C:7]1[CH:12]=[CH:11][CH:10]=[CH:9][C:8]=1[F:13].[CH3:25][OH:26].[CH3:27][NH2:28].[BH4-].[Na+].[OH2:31].[O:32]1CCCC1.